This data is from Peptide-MHC class II binding affinity with 134,281 pairs from IEDB. The task is: Regression. Given a peptide amino acid sequence and an MHC pseudo amino acid sequence, predict their binding affinity value. This is MHC class II binding data. (1) The peptide sequence is IVALIIAIVVWTIV. The MHC is DRB1_1001 with pseudo-sequence DRB1_1001. The binding affinity (normalized) is 0.308. (2) The peptide sequence is WKVRLLPVPPTVTVF. The MHC is DRB3_0202 with pseudo-sequence DRB3_0202. The binding affinity (normalized) is 0.223.